Predict the product of the given reaction. From a dataset of Forward reaction prediction with 1.9M reactions from USPTO patents (1976-2016). Given the reactants [Cl:1][C:2]1[CH:3]=[C:4]([NH2:10])[CH:5]=[CH:6][C:7]=1[O:8][CH3:9].C(N(CC)CC)C.[C:18](Cl)(=[O:20])[CH3:19], predict the reaction product. The product is: [Cl:1][C:2]1[CH:3]=[C:4]([NH:10][C:18](=[O:20])[CH3:19])[CH:5]=[CH:6][C:7]=1[O:8][CH3:9].